This data is from Retrosynthesis with 50K atom-mapped reactions and 10 reaction types from USPTO. The task is: Predict the reactants needed to synthesize the given product. (1) The reactants are: CCOC(=O)c1cc2cc(C(=O)OC(C)C)ccc2[nH]1.Clc1ccc(-c2cc(CBr)no2)s1. Given the product CCOC(=O)c1cc2cc(C(=O)OC(C)C)ccc2n1Cc1cc(-c2ccc(Cl)s2)on1, predict the reactants needed to synthesize it. (2) Given the product COC(=O)[C@H](C)NC(=O)c1ccc(C)cc1C, predict the reactants needed to synthesize it. The reactants are: COC(=O)[C@H](C)N.Cc1ccc(C(=O)O)c(C)c1. (3) Given the product O=C(O)c1ccc(C2=NOC(c3cc(Cl)cc(C(F)(F)F)c3)(C(F)(F)F)C2)cc1C(F)(F)F, predict the reactants needed to synthesize it. The reactants are: CCOC(=O)c1ccc(C2=NOC(c3cc(Cl)cc(C(F)(F)F)c3)(C(F)(F)F)C2)cc1C(F)(F)F. (4) Given the product CC(C)(C)OC(=O)N1CCCC(NC(=O)OCc2ccccc2)CC1, predict the reactants needed to synthesize it. The reactants are: CC(C)(C)OC(=O)N1CCCC(N)CC1.O=C(Cl)OCc1ccccc1. (5) Given the product Cc1ccc(C2(O)CCNCC2)cc1, predict the reactants needed to synthesize it. The reactants are: Cc1ccc(C2(O)CCN(Cc3ccccc3)CC2)cc1. (6) Given the product CCC(C)Oc1ccc(OCCN)cc1, predict the reactants needed to synthesize it. The reactants are: CCC(C)Oc1ccc(OCCN2C(=O)c3ccccc3C2=O)cc1.